This data is from Forward reaction prediction with 1.9M reactions from USPTO patents (1976-2016). The task is: Predict the product of the given reaction. Given the reactants [Cl:1][C:2]1[CH:3]=[C:4]2[C:8](=[CH:9][CH:10]=1)[NH:7][C:6](=[O:11])[C:5]2([N:21]1[CH2:30][C@H:29]([O:31][CH2:32][CH2:33][OH:34])[CH2:28][C@H:22]1[C:23]([N:25]([CH3:27])[CH3:26])=[O:24])[C:12]1[CH:17]=[C:16]([CH3:18])[CH:15]=[CH:14][C:13]=1[O:19][CH3:20].[CH3:35][O:36][C:37]1[CH:42]=[CH:41][C:40]([S:43](Cl)(=[O:45])=[O:44])=[C:39]([O:47][C:48]([F:51])([F:50])[F:49])[CH:38]=1, predict the reaction product. The product is: [Cl:1][C:2]1[CH:3]=[C:4]2[C:8](=[CH:9][CH:10]=1)[N:7]([S:43]([C:40]1[CH:41]=[CH:42][C:37]([O:36][CH3:35])=[CH:38][C:39]=1[O:47][C:48]([F:49])([F:50])[F:51])(=[O:45])=[O:44])[C:6](=[O:11])[C:5]2([N:21]1[CH2:30][C@H:29]([O:31][CH2:32][CH2:33][OH:34])[CH2:28][C@H:22]1[C:23]([N:25]([CH3:27])[CH3:26])=[O:24])[C:12]1[CH:17]=[C:16]([CH3:18])[CH:15]=[CH:14][C:13]=1[O:19][CH3:20].